This data is from Kir2.1 potassium channel HTS with 301,493 compounds. The task is: Binary Classification. Given a drug SMILES string, predict its activity (active/inactive) in a high-throughput screening assay against a specified biological target. (1) The compound is Brc1ccc(C(=O)NCCC(=O)Nc2cc(S(=O)(=O)N3CCCCCC3)ccc2)cc1. The result is 0 (inactive). (2) The drug is S(CC(=O)NC1CCCCC1)c1nc(c(nn1)CC)CC. The result is 0 (inactive). (3) The molecule is Ic1cc(CC(N)C(O)=O)cc(I)c1O. The result is 0 (inactive).